Dataset: Catalyst prediction with 721,799 reactions and 888 catalyst types from USPTO. Task: Predict which catalyst facilitates the given reaction. (1) Reactant: C(OC([N:8]([C:10]1[CH:15]=[CH:14][CH:13]=[C:12]([N:16]2[CH2:21][CH2:20][O:19][CH2:18][CH2:17]2)[CH:11]=1)[NH2:9])=O)(C)(C)C.[ClH:22]. Product: [ClH:22].[ClH:22].[ClH:22].[N:16]1([C:12]2[CH:11]=[C:10]([NH:8][NH2:9])[CH:15]=[CH:14][CH:13]=2)[CH2:17][CH2:18][O:19][CH2:20][CH2:21]1. The catalyst class is: 71. (2) Reactant: Cl[C:2]1[N:7]=[C:6]([O:8][C:9]2[CH:14]=[CH:13][C:12]([O:15][CH3:16])=[CH:11][CH:10]=2)[C:5]([N+:17]([O-:19])=[O:18])=[CH:4][N:3]=1.[CH3:20][O:21][C:22]1[CH:27]=[CH:26][C:25]([NH2:28])=[CH:24][CH:23]=1. Product: [CH3:16][O:15][C:12]1[CH:13]=[CH:14][C:9]([O:8][C:6]2[C:5]([N+:17]([O-:19])=[O:18])=[CH:4][N:3]=[C:2]([NH:28][C:25]3[CH:26]=[CH:27][C:22]([O:21][CH3:20])=[CH:23][CH:24]=3)[N:7]=2)=[CH:10][CH:11]=1. The catalyst class is: 3. (3) Reactant: [CH2:1]([O:8][C:9]1[CH:10]=[C:11]2[C:15](=[CH:16][CH:17]=1)[NH:14][CH:13]=[CH:12]2)[C:2]1[CH:7]=[CH:6][CH:5]=[CH:4][CH:3]=1.[Cl-].C([Al+]CC)C.[C:24](Cl)(=[O:26])[CH3:25].C(O)(=O)CC(CC(O)=O)(C(O)=O)O. Product: [CH2:1]([O:8][C:9]1[CH:10]=[C:11]2[C:15](=[CH:16][CH:17]=1)[NH:14][CH:13]=[C:12]2[C:24](=[O:26])[CH3:25])[C:2]1[CH:3]=[CH:4][CH:5]=[CH:6][CH:7]=1. The catalyst class is: 2. (4) Reactant: [F:1][C:2]1[CH:10]=[CH:9][C:8]2[N:7]([C:11]3[C:12]([CH3:25])=[N:13][C:14]([N:17]4[CH2:21][CH2:20][C@H:19]([C:22](O)=[O:23])[CH2:18]4)=[N:15][CH:16]=3)[C:6]3[CH:26]=[N:27][N:28]([CH:29]4[CH2:34][CH2:33][CH2:32][CH2:31][O:30]4)[C:5]=3[C:4]=2[CH:3]=1.Cl.[NH:36]1[CH2:39][CH:38]([OH:40])[CH2:37]1.CN(C(ON1N=NC2C=CC=NC1=2)=[N+](C)C)C.F[P-](F)(F)(F)(F)F.CCN(C(C)C)C(C)C. Product: [F:1][C:2]1[CH:10]=[CH:9][C:8]2[N:7]([C:11]3[C:12]([CH3:25])=[N:13][C:14]([N:17]4[CH2:21][CH2:20][C@H:19]([C:22]([N:36]5[CH2:39][CH:38]([OH:40])[CH2:37]5)=[O:23])[CH2:18]4)=[N:15][CH:16]=3)[C:6]3[CH:26]=[N:27][N:28]([CH:29]4[CH2:34][CH2:33][CH2:32][CH2:31][O:30]4)[C:5]=3[C:4]=2[CH:3]=1. The catalyst class is: 3. (5) Reactant: [O:1]=[C:2]1[CH2:11][CH2:10][C:9]2[C:4](=[CH:5][CH:6]=[C:7]([NH:12][C:13]3[N:14]=[C:15]([N:22]4[CH2:27][CH2:26][CH:25]([CH2:28][C:29]([O:31]CCCC)=[O:30])[CH2:24][CH2:23]4)[C:16]4[CH:21]=[CH:20][NH:19][C:17]=4[N:18]=3)[CH:8]=2)[NH:3]1.[Li+].[OH-].CC(O)=O. Product: [O:1]=[C:2]1[CH2:11][CH2:10][C:9]2[C:4](=[CH:5][CH:6]=[C:7]([NH:12][C:13]3[N:14]=[C:15]([N:22]4[CH2:23][CH2:24][CH:25]([CH2:28][C:29]([OH:31])=[O:30])[CH2:26][CH2:27]4)[C:16]4[CH:21]=[CH:20][NH:19][C:17]=4[N:18]=3)[CH:8]=2)[NH:3]1. The catalyst class is: 1.